This data is from Peptide-MHC class I binding affinity with 185,985 pairs from IEDB/IMGT. The task is: Regression. Given a peptide amino acid sequence and an MHC pseudo amino acid sequence, predict their binding affinity value. This is MHC class I binding data. (1) The peptide sequence is FYFNWNTPI. The MHC is HLA-C04:01 with pseudo-sequence HLA-C04:01. The binding affinity (normalized) is 0.399. (2) The peptide sequence is FLKENGGL. The MHC is HLA-B58:01 with pseudo-sequence HLA-B58:01. The binding affinity (normalized) is 0. (3) The peptide sequence is GVTVIKNNMI. The MHC is HLA-B44:03 with pseudo-sequence HLA-B44:03. The binding affinity (normalized) is 0.00951. (4) The peptide sequence is KYQLKHIVW. The MHC is HLA-A02:06 with pseudo-sequence HLA-A02:06. The binding affinity (normalized) is 0. (5) The peptide sequence is TPGPGVRYPL. The MHC is HLA-B57:01 with pseudo-sequence HLA-B57:01. The binding affinity (normalized) is 0. (6) The peptide sequence is YRHDGGNVL. The MHC is HLA-A31:01 with pseudo-sequence HLA-A31:01. The binding affinity (normalized) is 0.0700. (7) The peptide sequence is IIYERDFSY. The MHC is HLA-B08:01 with pseudo-sequence HLA-B08:01. The binding affinity (normalized) is 0.0847.